Dataset: Peptide-MHC class II binding affinity with 134,281 pairs from IEDB. Task: Regression. Given a peptide amino acid sequence and an MHC pseudo amino acid sequence, predict their binding affinity value. This is MHC class II binding data. (1) The peptide sequence is YVYEPFPKEVWEQIF. The MHC is DRB1_0101 with pseudo-sequence DRB1_0101. The binding affinity (normalized) is 0.294. (2) The peptide sequence is SSGKNEGTNIYNNNE. The MHC is DRB5_0101 with pseudo-sequence DRB5_0101. The binding affinity (normalized) is 0.210. (3) The peptide sequence is GELQIVEKIDAAFKI. The MHC is DRB4_0101 with pseudo-sequence DRB4_0103. The binding affinity (normalized) is 0.610. (4) The peptide sequence is LLGQNTAAIAAIEAQ. The MHC is HLA-DPA10201-DPB11401 with pseudo-sequence HLA-DPA10201-DPB11401. The binding affinity (normalized) is 0.129. (5) The peptide sequence is PTLAFPAGVCPTIGV. The MHC is HLA-DQA10104-DQB10503 with pseudo-sequence HLA-DQA10104-DQB10503. The binding affinity (normalized) is 0.181.